From a dataset of Peptide-MHC class II binding affinity with 134,281 pairs from IEDB. Regression. Given a peptide amino acid sequence and an MHC pseudo amino acid sequence, predict their binding affinity value. This is MHC class II binding data. The peptide sequence is ALATAGTTVYGAFAA. The MHC is HLA-DQA10501-DQB10301 with pseudo-sequence HLA-DQA10501-DQB10301. The binding affinity (normalized) is 0.667.